From a dataset of Forward reaction prediction with 1.9M reactions from USPTO patents (1976-2016). Predict the product of the given reaction. (1) Given the reactants [C:1]([C:5]1[O:9][N:8]=[C:7]([NH:10][C:11](=[O:28])[CH2:12][C:13]2[CH:18]=[CH:17][C:16](B3OC(C)(C)C(C)(C)O3)=[CH:15][CH:14]=2)[CH:6]=1)([CH3:4])([CH3:3])[CH3:2].Br[C:30]1[CH:31]=[C:32]([CH3:37])[C:33]([NH2:36])=[N:34][CH:35]=1.C(=O)([O-])[O-].[Na+].[Na+], predict the reaction product. The product is: [NH2:36][C:33]1[N:34]=[CH:35][C:30]([C:16]2[CH:15]=[CH:14][C:13]([CH2:12][C:11]([NH:10][C:7]3[CH:6]=[C:5]([C:1]([CH3:2])([CH3:3])[CH3:4])[O:9][N:8]=3)=[O:28])=[CH:18][CH:17]=2)=[CH:31][C:32]=1[CH3:37]. (2) Given the reactants [CH3:1][O:2][C:3]1[C:8](OC)=[CH:7][CH:6]=[CH:5][C:4]=1[C:11]1[NH:15][N:14]=[C:13]([O:16][CH2:17][C:18]2[CH:23]=[CH:22][CH:21]=[CH:20][C:19]=2[F:24])[CH:12]=1.COC1C=CC([F:36])=CC=1C(O)=O, predict the reaction product. The product is: [F:36][C:6]1[CH:7]=[CH:8][C:3]([O:2][CH3:1])=[C:4]([C:11]2[NH:15][N:14]=[C:13]([O:16][CH2:17][C:18]3[CH:23]=[CH:22][CH:21]=[CH:20][C:19]=3[F:24])[CH:12]=2)[CH:5]=1. (3) Given the reactants [Cl:1][C:2]1[C:3]([I:11])=[N:4][CH:5]=[C:6]([N+:8]([O-])=O)[CH:7]=1.O.O.[Sn](Cl)Cl, predict the reaction product. The product is: [Cl:1][C:2]1[C:3]([I:11])=[N:4][CH:5]=[C:6]([NH2:8])[CH:7]=1. (4) Given the reactants Br[C:2]1[N:7]2[N:8]=[C:9]([NH2:11])[N:10]=[C:6]2[CH:5]=[CH:4][CH:3]=1.[CH3:12][S-:13].[Na+].O, predict the reaction product. The product is: [CH3:12][S:13][C:2]1[N:7]2[N:8]=[C:9]([NH2:11])[N:10]=[C:6]2[CH:5]=[CH:4][CH:3]=1.